From a dataset of Forward reaction prediction with 1.9M reactions from USPTO patents (1976-2016). Predict the product of the given reaction. (1) The product is: [CH3:2][O:3][C:4](=[O:13])[C:5]1[CH:10]=[C:9]([NH:11][C:27]([O:26][C:20]2[CH:25]=[CH:24][CH:23]=[CH:22][CH:21]=2)=[O:28])[CH:8]=[CH:7][C:6]=1[Cl:12]. Given the reactants Cl.[CH3:2][O:3][C:4](=[O:13])[C:5]1[CH:10]=[C:9]([NH2:11])[CH:8]=[CH:7][C:6]=1[Cl:12].N1C=CC=CC=1.[C:20]1([O:26][C:27](Cl)=[O:28])[CH:25]=[CH:24][CH:23]=[CH:22][CH:21]=1, predict the reaction product. (2) Given the reactants Cl[CH2:2][CH2:3][N:4]=[C:5]=[O:6].[NH2:7][CH:8]1[CH2:13][CH2:12][N:11]([C:14]([O:16][CH2:17][C:18]2[CH:23]=[CH:22][CH:21]=[CH:20][CH:19]=2)=[O:15])[CH2:10][CH2:9]1.C[Si]([N-][Si](C)(C)C)(C)C.[Li+], predict the reaction product. The product is: [O:6]=[C:5]1[NH:4][CH2:3][CH2:2][N:7]1[CH:8]1[CH2:9][CH2:10][N:11]([C:14]([O:16][CH2:17][C:18]2[CH:23]=[CH:22][CH:21]=[CH:20][CH:19]=2)=[O:15])[CH2:12][CH2:13]1.